Predict which catalyst facilitates the given reaction. From a dataset of Catalyst prediction with 721,799 reactions and 888 catalyst types from USPTO. (1) Reactant: F[C:2]1[CH:11]=[C:10]([C:12]2[N:17]=[C:16]3[N:18]([CH2:21][C:22]4[CH:23]=[C:24]5[C:29](=[CH:30][CH:31]=4)[N:28]=[CH:27][CH:26]=[CH:25]5)[N:19]=[N:20][C:15]3=[CH:14][CH:13]=2)[CH:9]=[CH:8][C:3]=1[C:4](NC)=[O:5].C(C1C=CC(B(O)O)=CC=1)=O.C(=O)([O-])[O-].[K+].[K+].O1CCOCC1. Product: [N:28]1[C:29]2[C:24](=[CH:23][C:22]([CH2:21][N:18]3[C:16]4=[N:17][C:12]([C:10]5[CH:9]=[CH:8][C:3]([CH:4]=[O:5])=[CH:2][CH:11]=5)=[CH:13][CH:14]=[C:15]4[N:20]=[N:19]3)=[CH:31][CH:30]=2)[CH:25]=[CH:26][CH:27]=1. The catalyst class is: 103. (2) Reactant: [Cl:1][C:2]1[CH:3]=[C:4]([C:11]([NH:13][CH2:14][CH2:15][C:16]([F:19])([F:18])[F:17])=[O:12])[C:5](=[CH:9][CH:10]=1)[C:6](O)=[O:7].C1(C)C=CC(S(O)(=O)=O)=CC=1. Product: [Cl:1][C:2]1[CH:3]=[C:4]2[C:11](=[O:12])[N:13]([CH2:14][CH2:15][C:16]([F:19])([F:18])[F:17])[C:6](=[O:7])[C:5]2=[CH:9][CH:10]=1. The catalyst class is: 11. (3) Product: [CH3:1][C:2]1[C:6]([C:7]2[C:8]([O:27][CH3:28])=[CH:9][C:10]3[C:11]4[N:18]([CH:19]([C:21]5[CH:26]=[CH:25][CH:24]=[CH:23][N:22]=5)[CH3:20])[C:36]([CH2:37][O:58][CH3:59])=[N:17][C:12]=4[CH:13]=[N:14][C:15]=3[CH:16]=2)=[C:5]([CH3:29])[O:4][N:3]=1. Reactant: [CH3:1][C:2]1[C:6]([C:7]2[CH:16]=[C:15]3[C:10]([C:11]([NH:18][CH:19]([C:21]4[CH:26]=[CH:25][CH:24]=[CH:23][N:22]=4)[CH3:20])=[C:12]([NH2:17])[CH:13]=[N:14]3)=[CH:9][C:8]=2[O:27][CH3:28])=[C:5]([CH3:29])[O:4][N:3]=1.CC1C([C:36]2C=C3C(C(NCC4SC(C)=NC=4C)=C(C(N)=O)C=N3)=C[C:37]=2[O:58][CH3:59])=C(C)ON=1.COCC(O)=O.CN(C(ON1N=NC2C=CC=NC1=2)=[N+](C)C)C.F[P-](F)(F)(F)(F)F.C(N(CC)CC)C.C(=O)([O-])O.[Na+]. The catalyst class is: 2.